Task: Predict the product of the given reaction.. Dataset: Forward reaction prediction with 1.9M reactions from USPTO patents (1976-2016) (1) The product is: [C:20]1([CH3:23])[CH:21]=[CH:22][C:17]([C:15]2[N:16]=[C:12]([NH:11][C:9](=[O:10])[CH2:8][C@H:5]3[CH2:6][CH2:7][C@@H:2]([NH:1][CH2:28][C:26]([OH:27])([C:25]([F:24])([F:33])[F:34])[C:29]([F:32])([F:31])[F:30])[CH2:3][CH2:4]3)[S:13][CH:14]=2)=[CH:18][CH:19]=1. Given the reactants [NH2:1][C@@H:2]1[CH2:7][CH2:6][C@H:5]([CH2:8][C:9]([NH:11][C:12]2[S:13][CH:14]=[C:15]([C:17]3[CH:22]=[CH:21][C:20]([CH3:23])=[CH:19][CH:18]=3)[N:16]=2)=[O:10])[CH2:4][CH2:3]1.[F:24][C:25]([F:34])([F:33])[C:26]1([C:29]([F:32])([F:31])[F:30])[CH2:28][O:27]1, predict the reaction product. (2) Given the reactants [O:1]1CCC[CH2:3][CH:2]1[OH:7].C(OC(=O)C)(=O)C.[CH2:15]([O:22][C@H:23]1[C@H:28]([O:29][CH2:30][C:31]2[CH:36]=[CH:35][CH:34]=[CH:33][CH:32]=2)[C@H:27]([O:37][CH2:38][C:39]2[CH:44]=[CH:43][CH:42]=[CH:41][CH:40]=2)[C@@H:26]([CH2:45][O:46][CH2:47][C:48]2[CH:53]=[CH:52][CH:51]=[CH:50][CH:49]=2)[O:25][C@@H:24]1CC([O-])=O)[C:16]1[CH:21]=[CH:20][CH:19]=[CH:18][CH:17]=1, predict the reaction product. The product is: [C:2]([O:7][C@@H:24]1[C@H:23]([O:22][CH2:15][C:16]2[CH:17]=[CH:18][CH:19]=[CH:20][CH:21]=2)[C@@H:28]([O:29][CH2:30][C:31]2[CH:32]=[CH:33][CH:34]=[CH:35][CH:36]=2)[C@H:27]([O:37][CH2:38][C:39]2[CH:40]=[CH:41][CH:42]=[CH:43][CH:44]=2)[C@@H:26]([CH2:45][O:46][CH2:47][C:48]2[CH:53]=[CH:52][CH:51]=[CH:50][CH:49]=2)[O:25]1)(=[O:1])[CH3:3]. (3) Given the reactants Br[C:2]1[CH:23]=[CH:22][C:5]([CH2:6][N:7]2[C:16]3[C:11](=[C:12]([CH2:19][CH3:20])[N:13]=[C:14]([CH2:17][CH3:18])[CH:15]=3)[CH:10]=[CH:9][C:8]2=[O:21])=[CH:4][C:3]=1[CH3:24].C(=O)([O-])[O-].[Na+].[Na+].B([C:34]1[CH:38]=[C:37]([CH2:39]CC)[S:36][C:35]=1[S:42]([N:45]([C:52]1[C:56]([CH3:57])=[C:55]([CH3:58])[O:54][N:53]=1)[CH2:46][O:47][CH2:48][CH2:49][O:50][CH3:51])(=[O:44])=[O:43])(O)O, predict the reaction product. The product is: [CH3:57][C:56]1[C:52]([N:45]([CH2:46][O:47][CH2:48][CH2:49][O:50][CH3:51])[S:42]([C:35]2[S:36][C:37]([CH3:39])=[CH:38][C:34]=2[C:2]2[CH:23]=[CH:22][C:5]([CH2:6][N:7]3[C:16]4[C:11](=[C:12]([CH2:19][CH3:20])[N:13]=[C:14]([CH2:17][CH3:18])[CH:15]=4)[CH:10]=[CH:9][C:8]3=[O:21])=[CH:4][C:3]=2[CH3:24])(=[O:44])=[O:43])=[N:53][O:54][C:55]=1[CH3:58].